Task: Predict the reaction yield, written as a fraction of the theoretical maximum amount of product (1.0 means a 100% yield; for example, 0.34 means a 34% yield).. Dataset: Reaction yield outcomes from USPTO patents with 853,638 reactions (1) The reactants are N(C(C)C)C(C)C.[Li]CCCC.[Si:13](Cl)([CH3:16])([CH3:15])[CH3:14].[CH3:18][C:19]1([CH3:44])[CH2:28][CH2:27][C:26]2[C:21](=[CH:22][CH:23]=[C:24]([C:29](=[O:43])[CH2:30][C:31]3[CH:36]=[C:35]([O:37][CH3:38])[C:34]([O:39][CH3:40])=[C:33]([O:41][CH3:42])[CH:32]=3)[CH:25]=2)[O:20]1. The catalyst is C1COCC1.C(OCC)C. The product is [CH3:18][C:19]1([CH3:44])[CH2:28][CH2:27][C:26]2[C:21](=[CH:22][CH:23]=[C:24]([C:29]([O:43][Si:13]([CH3:16])([CH3:15])[CH3:14])=[CH:30][C:31]3[CH:36]=[C:35]([O:37][CH3:38])[C:34]([O:39][CH3:40])=[C:33]([O:41][CH3:42])[CH:32]=3)[CH:25]=2)[O:20]1. The yield is 0.740. (2) The reactants are C(NCC)C.[Cl:6][C:7]1[CH:55]=[CH:54][CH:53]=[CH:52][C:8]=1[C:9]([NH:11][C:12](=[O:51])[NH:13][C:14]1[S:15][C:16]2[CH:22]=[C:21]([S:23]([C:26]([CH3:50])([CH3:49])[CH2:27][N:28]([CH:46]([CH3:48])[CH3:47])C(=O)OCC3C4C=CC=CC=4C4C3=CC=CC=4)(=[O:25])=[O:24])[CH:20]=[CH:19][C:17]=2[N:18]=1)=[O:10]. The catalyst is C1COCC1. The product is [Cl:6][C:7]1[CH:55]=[CH:54][CH:53]=[CH:52][C:8]=1[C:9]([NH:11][C:12](=[O:51])[NH:13][C:14]1[S:15][C:16]2[CH:22]=[C:21]([S:23]([C:26]([CH3:49])([CH3:50])[CH2:27][NH:28][CH:46]([CH3:48])[CH3:47])(=[O:25])=[O:24])[CH:20]=[CH:19][C:17]=2[N:18]=1)=[O:10]. The yield is 0.0453. (3) The reactants are [CH2:1]([CH:3]([CH2:29][CH2:30][CH2:31][CH3:32])[C:4]#[C:5][C:6]1[C:14]2[S:15][CH:16]=[CH:17][C:13]=2[C:12]([C:18]#[C:19][CH:20]([CH2:27][CH3:28])[CH2:21][CH2:22][CH2:23][CH2:24][CH2:25][CH3:26])=[C:8]2[S:9][CH:10]=[CH:11][C:7]=12)[CH3:2].[C:33]([Li])([CH3:36])([CH3:35])C.[CH:38]([Si:41](Cl)([CH:45]([CH3:47])[CH3:46])[CH:42]([CH3:44])[CH3:43])([CH3:40])[CH3:39]. The catalyst is C1COCC1. The product is [CH2:1]([CH:3]([CH2:29][CH2:30][CH2:31][CH3:32])[C:4]#[C:5][C:6]1[C:14]2[S:15][C:16]([Si:41]([CH:42]([CH3:44])[CH3:43])([CH:33]([CH3:36])[CH3:35])[CH:38]([CH3:40])[CH3:39])=[CH:17][C:13]=2[C:12]([C:18]#[C:19][CH:20]([CH2:27][CH3:28])[CH2:21][CH2:22][CH2:23][CH2:24][CH2:25][CH3:26])=[C:8]2[S:9][C:10]([Si:41]([CH:45]([CH3:47])[CH3:46])([CH:42]([CH3:44])[CH3:43])[CH:38]([CH3:40])[CH3:39])=[CH:11][C:7]=12)[CH3:2]. The yield is 0.910. (4) The reactants are [CH3:1][O:2][C:3]1[CH:4]=[CH:5][C:6]([N+:12]([O-:14])=[O:13])=[C:7]([CH:11]=1)[C:8](O)=[O:9]. The catalyst is C1COCC1.O. The product is [CH3:1][O:2][C:3]1[CH:4]=[CH:5][C:6]([N+:12]([O-:14])=[O:13])=[C:7]([CH2:8][OH:9])[CH:11]=1. The yield is 0.970. (5) The reactants are [F:1][C:2]([F:15])([F:14])[C:3]1[C:11]([C:12]#[N:13])=[CH:10][CH:9]=[C:8]2[C:4]=1[CH:5]=[CH:6][NH:7]2.C1C(=O)N([Cl:23])C(=O)C1. The catalyst is CN(C=O)C. The product is [Cl:23][C:5]1[C:4]2[C:8](=[CH:9][CH:10]=[C:11]([C:12]#[N:13])[C:3]=2[C:2]([F:14])([F:1])[F:15])[NH:7][CH:6]=1. The yield is 0.820. (6) The reactants are [F:1][C:2]1[CH:10]=[C:9]2[C:5]([C:6]([C:20]3[CH:21]=[CH:22][C:23]4[N:27]=[C:26]([CH:28]5[CH2:33][CH2:32][N:31]([C:34](OC(C)(C)C)=[O:35])[CH2:30][CH2:29]5)NC=4C=3)=[CH:7][N:8]2S(C2C=CC=CC=2)(=O)=O)=[CH:4][CH:3]=1.[C:42](Cl)(=[O:44])[CH3:43].[CH2:46](Cl)Cl. No catalyst specified. The product is [F:1][C:2]1[CH:10]=[C:9]2[C:5]([C:6]([C:20]3[CH:21]=[CH:22][C:23]4[N:27]=[C:26]([CH:28]5[CH2:29][CH2:30][N:31]([C:34](=[O:35])[CH3:46])[CH2:32][CH2:33]5)[O:44][C:42]=4[CH:43]=3)=[CH:7][NH:8]2)=[CH:4][CH:3]=1. The yield is 0.540. (7) The reactants are [CH2:1]([O:8][CH2:9][CH2:10][N:11]([C:19]1[S:20][C@H:21]2[O:27][C@H:26]([CH2:28][O:29][Si:30]([C:33]([CH3:36])([CH3:35])[CH3:34])([CH3:32])[CH3:31])[C@@H:25]([OH:37])[C@H:24]([OH:38])[C@H:22]2[N:23]=1)[C:12](=[O:18])[O:13][C:14]([CH3:17])([CH3:16])[CH3:15])[C:2]1[CH:7]=[CH:6][CH:5]=[CH:4][CH:3]=1.[H-].[Na+].[CH3:41][O:42][C:43]1[CH:48]=[CH:47][C:46]([CH2:49]Br)=[CH:45][CH:44]=1. The catalyst is CN(C=O)C. The product is [CH2:1]([O:8][CH2:9][CH2:10][N:11]([C:19]1[S:20][C@H:21]2[O:27][C@H:26]([CH2:28][O:29][Si:30]([C:33]([CH3:36])([CH3:35])[CH3:34])([CH3:32])[CH3:31])[C@@H:25]([O:37][CH2:49][C:46]3[CH:47]=[CH:48][C:43]([O:42][CH3:41])=[CH:44][CH:45]=3)[C@H:24]([O:38][CH2:49][C:46]3[CH:47]=[CH:48][C:43]([O:42][CH3:41])=[CH:44][CH:45]=3)[C@H:22]2[N:23]=1)[C:12](=[O:18])[O:13][C:14]([CH3:17])([CH3:16])[CH3:15])[C:2]1[CH:7]=[CH:6][CH:5]=[CH:4][CH:3]=1. The yield is 0.500. (8) The product is [O:25]=[C:19]1[CH:18]([N:12]2[CH2:11][C:10]3[C:14](=[CH:15][CH:16]=[C:8]([CH2:7][NH:6][C:27]([NH:26][C:29]4[CH:34]=[CH:33][CH:32]=[C:31]([O:35][C:36]5[CH:41]=[CH:40][CH:39]=[CH:38][CH:37]=5)[CH:30]=4)=[O:28])[CH:9]=3)[C:13]2=[O:17])[CH2:23][CH2:22][C:21](=[O:24])[NH:20]1. The catalyst is C(#N)C. The reactants are CS(O)(=O)=O.[NH2:6][CH2:7][C:8]1[CH:9]=[C:10]2[C:14](=[CH:15][CH:16]=1)[C:13](=[O:17])[N:12]([CH:18]1[CH2:23][CH2:22][C:21](=[O:24])[NH:20][C:19]1=[O:25])[CH2:11]2.[N:26]([C:29]1[CH:34]=[CH:33][CH:32]=[C:31]([O:35][C:36]2[CH:41]=[CH:40][CH:39]=[CH:38][CH:37]=2)[CH:30]=1)=[C:27]=[O:28].Cl. The yield is 0.870.